This data is from Reaction yield outcomes from USPTO patents with 853,638 reactions. The task is: Predict the reaction yield, written as a fraction of the theoretical maximum amount of product (1.0 means a 100% yield; for example, 0.34 means a 34% yield). (1) The reactants are C[O:2][C:3]([C:5]1[CH:13]=[C:12]2[C:8]([C:9]([CH:32]3[CH2:37][CH2:36][CH2:35][CH2:34][CH2:33]3)=[C:10]([C:23]3[CH:28]=[CH:27][C:26]([NH2:29])=[C:25]([CH:30]=O)[CH:24]=3)[N:11]2[CH2:14][C:15]([N:17]2[CH2:22][CH2:21][O:20][CH2:19][CH2:18]2)=[O:16])=[CH:7][CH:6]=1)=[O:4].[CH3:38][O:39][C:40]1[CH:45]=[CH:44][C:43]([C:46](=O)[CH3:47])=[CH:42][CH:41]=1. No catalyst specified. The product is [CH:32]1([C:9]2[C:8]3[C:12](=[CH:13][C:5]([C:3]([OH:4])=[O:2])=[CH:6][CH:7]=3)[N:11]([CH2:14][C:15]([N:17]3[CH2:18][CH2:19][O:20][CH2:21][CH2:22]3)=[O:16])[C:10]=2[C:23]2[CH:24]=[C:25]3[C:26](=[CH:27][CH:28]=2)[N:29]=[C:46]([C:43]2[CH:44]=[CH:45][C:40]([O:39][CH3:38])=[CH:41][CH:42]=2)[CH:47]=[CH:30]3)[CH2:37][CH2:36][CH2:35][CH2:34][CH2:33]1. The yield is 0.360. (2) The reactants are [NH:1]1[C:9]2[C:4](=[CH:5][CH:6]=[CH:7][CH:8]=2)[C:3]2([C:13]3=[CH:14][C:15]4[O:19][CH2:18][O:17][C:16]=4[CH:20]=[C:12]3[O:11][CH2:10]2)[C:2]1=[O:21].Cl[CH2:23][CH:24]1[O:28][C:27](=[O:29])[NH:26][CH2:25]1.C(=O)([O-])[O-].[Cs+].[Cs+]. The catalyst is CN(C)C=O. The product is [O:29]=[C:27]1[NH:26][CH2:25][CH:24]([CH2:23][N:1]2[C:9]3[C:4](=[CH:5][CH:6]=[CH:7][CH:8]=3)[C:3]3([C:13]4=[CH:14][C:15]5[O:19][CH2:18][O:17][C:16]=5[CH:20]=[C:12]4[O:11][CH2:10]3)[C:2]2=[O:21])[O:28]1. The yield is 0.250. (3) The reactants are [Cl:1][C:2]1[CH:3]=[C:4]([CH:18]=[C:19]([CH3:21])[CH:20]=1)[C:5]([C:7]1[NH:12][C:11](=[O:13])[NH:10][C:9](=[O:14])[C:8]=1[CH:15]([CH3:17])[CH3:16])=[O:6].C(=O)([O-])[O-].[K+].[K+].[I-].[Li+].Cl[CH2:31][C:32]1[CH:37]=[C:36]([CH3:38])[N:35]=[C:34]([N:39]2[C:47](=[O:48])[C:46]3[C:41](=[CH:42][CH:43]=[CH:44][CH:45]=3)[C:40]2=[O:49])[CH:33]=1. The catalyst is CN(C=O)C. The yield is 0.450. The product is [Cl:1][C:2]1[CH:3]=[C:4]([CH:18]=[C:19]([CH3:21])[CH:20]=1)[C:5]([C:7]1[N:12]([CH2:31][C:32]2[CH:37]=[C:36]([CH3:38])[N:35]=[C:34]([N:39]3[C:47](=[O:48])[C:46]4[C:41](=[CH:42][CH:43]=[CH:44][CH:45]=4)[C:40]3=[O:49])[CH:33]=2)[C:11](=[O:13])[NH:10][C:9](=[O:14])[C:8]=1[CH:15]([CH3:16])[CH3:17])=[O:6]. (4) The reactants are [Cl:1][C:2]1[C:3]2[C:20]([CH2:21][N:22]([CH2:30][C:31]3[CH:36]=[CH:35][CH:34]=[CH:33][CH:32]=3)[CH2:23][C:24]3[CH:29]=[CH:28][CH:27]=[CH:26][CH:25]=3)=[CH:19][NH:18][C:4]=2[N:5]=[C:6]([NH:8]C(=O)CCCCCCC)[N:7]=1.Cl[CH2:38][C:39]1[C:44]([CH3:45])=[C:43]([O:46][CH3:47])[C:42]([CH3:48])=[CH:41][N:40]=1.C([O-])([O-])=O.[K+].[K+]. The catalyst is CN(C=O)C. The product is [Cl:1][C:2]1[C:3]2[C:20]([CH2:21][N:22]([CH2:23][C:24]3[CH:29]=[CH:28][CH:27]=[CH:26][CH:25]=3)[CH2:30][C:31]3[CH:36]=[CH:35][CH:34]=[CH:33][CH:32]=3)=[CH:19][N:18]([CH2:38][C:39]3[C:44]([CH3:45])=[C:43]([O:46][CH3:47])[C:42]([CH3:48])=[CH:41][N:40]=3)[C:4]=2[N:5]=[C:6]([NH2:8])[N:7]=1. The yield is 0.450.